This data is from Catalyst prediction with 721,799 reactions and 888 catalyst types from USPTO. The task is: Predict which catalyst facilitates the given reaction. (1) Reactant: [OH:1][C:2]1[N:3]=[C:4]2[CH:12]=[N:11][C:10]([N:13]3[CH2:18][CH2:17][N:16]([C:19]([O:21][C:22]([CH3:25])([CH3:24])[CH3:23])=[O:20])[CH2:15][CH2:14]3)=[CH:9][N:5]2[C:6](=[O:8])[CH:7]=1.[H-].[Na+].C1(N([S:35]([C:38]([F:41])([F:40])[F:39])(=[O:37])=[O:36])[S:35]([C:38]([F:41])([F:40])[F:39])(=[O:37])=[O:36])C=CC=CC=1. Product: [O:8]=[C:6]1[N:5]2[CH:9]=[C:10]([N:13]3[CH2:14][CH2:15][N:16]([C:19]([O:21][C:22]([CH3:25])([CH3:24])[CH3:23])=[O:20])[CH2:17][CH2:18]3)[N:11]=[CH:12][C:4]2=[N:3][C:2]([O:1][S:35]([C:38]([F:41])([F:40])[F:39])(=[O:37])=[O:36])=[CH:7]1. The catalyst class is: 3. (2) Reactant: Br[C:2]1[NH:10][C:5]2=[N:6][CH:7]=[CH:8][CH:9]=[C:4]2[C:3]=1[S:11][C:12]1[CH:17]=[CH:16][C:15]([Cl:18])=[CH:14][CH:13]=1.O1[CH2:24][CH2:23][O:22][CH2:21]C1. Product: [Cl:18][C:15]1[CH:16]=[CH:17][C:12]([S:11][C:3]2[C:4]3[C:5](=[N:6][CH:7]=[CH:8][CH:9]=3)[NH:10][C:2]=2[CH2:5][C:4]2[CH:9]=[CH:24][C:23]([O:22][CH3:21])=[CH:2][CH:3]=2)=[CH:13][CH:14]=1. The catalyst class is: 73. (3) Reactant: Cl.[NH2:2][C:3]1[CH:8]=[CH:7][C:6]([B:9]([OH:11])[OH:10])=[CH:5][CH:4]=1.[CH3:12][S:13](Cl)(=[O:15])=[O:14].Cl. Product: [CH3:12][S:13]([NH:2][C:3]1[CH:8]=[CH:7][C:6]([B:9]([OH:11])[OH:10])=[CH:5][CH:4]=1)(=[O:15])=[O:14]. The catalyst class is: 250. (4) Reactant: [F:1][C:2]1[CH:3]=[N:4][C:5]([O:17][C:18]2[CH:23]=[CH:22][CH:21]=[C:20]([S:24][CH3:25])[CH:19]=2)=[C:6]([CH:16]=1)[C:7]([NH:9][CH:10]1[CH2:15][CH2:14][NH:13][CH2:12][CH2:11]1)=[O:8].ON1C2C=CC=CC=2N=N1.CN1CCOCC1.[N:43]1[CH:48]=[CH:47][C:46]([C:49](O)=[O:50])=[CH:45][CH:44]=1.Cl.CN(C)CCCN=C=NCC. Product: [NH3:4].[F:1][C:2]1[CH:3]=[N:4][C:5]([O:17][C:18]2[CH:23]=[CH:22][CH:21]=[C:20]([S:24][CH3:25])[CH:19]=2)=[C:6]([CH:16]=1)[C:7]([NH:9][CH:10]1[CH2:11][CH2:12][N:13]([C:49]([C:46]2[CH:47]=[CH:48][N:43]=[CH:44][CH:45]=2)=[O:50])[CH2:14][CH2:15]1)=[O:8]. The catalyst class is: 4. (5) Reactant: [C:1]1([CH:9]=[CH:8][CH:7]=[C:5]([OH:6])[C:3]=1[OH:4])[OH:2].[Cl-].[Al+3].[Cl-].[Cl-].C(Cl)(Cl)Cl.[C:18](=[O:21])([O-])[O-].[Na+].[Na+]. Product: [OH:2][C:1]1[CH:9]=[CH:8][C:7]2[C:18](=[O:21])[C:1]3[C:9]([O:6][C:5]=2[C:3]=1[OH:4])=[CH:8][CH:7]=[CH:5][CH:3]=3. The catalyst class is: 204. (6) Reactant: C([O:4][C:5]1[C:12]([O:13][CH3:14])=[CH:11][C:8]([CH:9]=[O:10])=[C:7](Br)[CH:6]=1)(=O)C.[CH:16]([C:19]1[CH:24]=[CH:23][C:22](B(O)O)=[CH:21][CH:20]=1)([CH3:18])[CH3:17].C([O-])([O-])=O.[K+].[K+]. Product: [OH:4][C:5]1[CH:6]=[C:7]([C:22]2[CH:23]=[CH:24][C:19]([CH:16]([CH3:18])[CH3:17])=[CH:20][CH:21]=2)[C:8]([CH:9]=[O:10])=[CH:11][C:12]=1[O:13][CH3:14]. The catalyst class is: 710. (7) Reactant: Cl.[F:2][C@@:3]12[C@:16]3([CH3:17])[C:11](=[CH:12][C:13](=[O:18])[CH:14]=[CH:15]3)[C@@H:10]([F:19])[CH2:9][C@H:8]1[C@@H:7]1[CH2:20][C@@H:21]3[C@:25]([C:26](=[O:32])[CH2:27][O:28][C:29](=[O:31])[CH3:30])([C@@:6]1([CH3:33])[CH2:5][C@@H:4]2[OH:34])[CH2:24][NH:23][CH2:22]3.[N:35]1[C:44]2[C:39](=[CH:40][CH:41]=[CH:42][CH:43]=2)[CH:38]=[CH:37][C:36]=1[CH:45]=O.C(N(CC)CC)C.C(O)=O. The catalyst class is: 10. Product: [F:2][C@@:3]12[C@:16]3([CH3:17])[C:11](=[CH:12][C:13](=[O:18])[CH:14]=[CH:15]3)[C@@H:10]([F:19])[CH2:9][C@H:8]1[C@@H:7]1[CH2:20][C@@H:21]3[C@:25]([C:26](=[O:32])[CH2:27][O:28][C:29](=[O:31])[CH3:30])([C@@:6]1([CH3:33])[CH2:5][C@@H:4]2[OH:34])[CH2:24][N:23]([CH2:45][C:36]1[CH:37]=[CH:38][C:39]2[C:44](=[CH:43][CH:42]=[CH:41][CH:40]=2)[N:35]=1)[CH2:22]3. (8) Reactant: Cl.[F:2][C:3]1[CH:8]=[C:7]([F:9])[CH:6]=[CH:5][C:4]=1[N:10]1[CH:14]([C:15]2[CH:20]=[C:19]([C:21]3[CH2:22][CH2:23][NH:24][CH2:25][CH:26]=3)[CH:18]=[CH:17][C:16]=2[F:27])[CH2:13][C:12]([C:28]([F:34])([F:33])[C:29]([F:32])([F:31])[F:30])=[N:11]1.C(N(CC)CC)C.[CH3:42][S:43](Cl)(=[O:45])=[O:44]. Product: [F:2][C:3]1[CH:8]=[C:7]([F:9])[CH:6]=[CH:5][C:4]=1[N:10]1[CH:14]([C:15]2[CH:20]=[C:19]([C:21]3[CH2:22][CH2:23][N:24]([S:43]([CH3:42])(=[O:45])=[O:44])[CH2:25][CH:26]=3)[CH:18]=[CH:17][C:16]=2[F:27])[CH2:13][C:12]([C:28]([F:33])([F:34])[C:29]([F:30])([F:32])[F:31])=[N:11]1. The catalyst class is: 4. (9) Reactant: [F:1][C:2]1[CH:3]=[C:4]2[C:8](=[CH:9][CH:10]=1)[NH:7][CH:6]=[C:5]2[CH2:11][CH2:12][CH2:13][NH:14][CH2:15][CH:16]1[O:25][C:24]2[C:19](=[CH:20][CH:21]=[C:22]3[N:28]=[C:27]([CH3:29])[O:26][C:23]3=2)[O:18][CH2:17]1.C=O.[C:32]([BH3-])#N.[Na+].C(O)(=O)C. Product: [F:1][C:2]1[CH:3]=[C:4]2[C:8](=[CH:9][CH:10]=1)[NH:7][CH:6]=[C:5]2[CH2:11][CH2:12][CH2:13][N:14]([CH3:32])[CH2:15][CH:16]1[CH2:17][O:18][C:19]2[CH:20]=[CH:21][C:22]3[N:28]=[C:27]([CH3:29])[O:26][C:23]=3[C:24]=2[O:25]1. The catalyst class is: 5. (10) Reactant: [C:1]([NH2:13])(=[O:12])[CH:2]=[CH:3][CH2:4][CH2:5][CH2:6][CH2:7][CH2:8][CH2:9][CH2:10][CH3:11].[C:14]([O-:17])(=O)[CH3:15].[Na+].[C:19](OO)(=O)[CH3:20].S([O-])([O-])=O.[Na+].[Na+]. Product: [CH2:1]([NH:13][C:14](=[O:17])[CH2:15][CH2:10][CH2:9][CH2:8][CH2:7][CH2:6][CH2:5][CH2:4][CH:19]=[CH2:20])[CH2:2][CH2:3][NH:13][C:1](=[O:12])[CH2:2][CH2:3][CH2:4][CH2:5][CH2:6][CH2:7][CH2:8][CH2:9][CH:10]=[CH2:11]. The catalyst class is: 34.